Task: Predict the product of the given reaction.. Dataset: Forward reaction prediction with 1.9M reactions from USPTO patents (1976-2016) (1) Given the reactants [CH3:1][C:2]1[CH:10]=[CH:9][C:5]([C:6](O)=[O:7])=[CH:4][N:3]=1.Cl.[CH3:12][NH:13][O:14][CH3:15].Cl.C(N=C=NCCCN(C)C)C.ON1C2C=CC=CC=2N=N1, predict the reaction product. The product is: [CH3:15][O:14][N:13]([CH3:12])[C:6]([C:5]1[CH:4]=[N:3][C:2]([CH3:1])=[CH:10][CH:9]=1)=[O:7]. (2) Given the reactants [CH2:1]([O:6][CH:7]([C:9]1[CH2:11][CH:10]=1)C)[CH2:2][CH2:3][CH2:4][CH3:5].[Br:12]C(COCCCCCC)=C.C(OCC1CC=1)CCCCC, predict the reaction product. The product is: [Br:12][C:10]([CH2:9][CH2:7][O:6][CH2:1][CH2:2][CH2:3][CH2:4][CH3:5])=[CH2:11]. (3) Given the reactants Cl.[NH2:2][CH:3]([C:6]1[CH:11]=[CH:10][C:9]([CH3:12])=[CH:8][CH:7]=1)[C:4]#[N:5].[CH3:13][O:14][C:15]1[C:33]([O:34][CH3:35])=[C:32]([O:36][CH3:37])[CH:31]=[CH:30][C:16]=1[C:17]([NH:19][CH2:20][CH2:21][N:22]1[CH:26]=[C:25]([C:27](O)=[O:28])[N:24]=[N:23]1)=[O:18], predict the reaction product. The product is: [C:4]([CH:3]([NH:2][C:27]([C:25]1[N:24]=[N:23][N:22]([CH2:21][CH2:20][NH:19][C:17](=[O:18])[C:16]2[CH:30]=[CH:31][C:32]([O:36][CH3:37])=[C:33]([O:34][CH3:35])[C:15]=2[O:14][CH3:13])[CH:26]=1)=[O:28])[C:6]1[CH:11]=[CH:10][C:9]([CH3:12])=[CH:8][CH:7]=1)#[N:5]. (4) Given the reactants Cl[CH2:2][CH2:3][CH2:4][S:5]([O:8][CH2:9][C:10]([CH3:33])([CH3:32])[C@@H:11]([O:22][CH2:23][C:24]1[CH:29]=[CH:28][C:27]([O:30][CH3:31])=[CH:26][CH:25]=1)[C:12]([O:14][CH2:15][C:16]1[CH:21]=[CH:20][CH:19]=[CH:18][CH:17]=1)=[O:13])(=[O:7])=[O:6].[N-:34]=[N+:35]=[N-:36].[Na+], predict the reaction product. The product is: [N:34]([CH2:2][CH2:3][CH2:4][S:5]([O:8][CH2:9][C:10]([CH3:33])([CH3:32])[C@@H:11]([O:22][CH2:23][C:24]1[CH:29]=[CH:28][C:27]([O:30][CH3:31])=[CH:26][CH:25]=1)[C:12]([O:14][CH2:15][C:16]1[CH:21]=[CH:20][CH:19]=[CH:18][CH:17]=1)=[O:13])(=[O:7])=[O:6])=[N+:35]=[N-:36]. (5) Given the reactants [N:1]1([C:11]([O:13][C:14]([CH3:17])([CH3:16])[CH3:15])=[O:12])[CH2:6][CH2:5][NH:4][CH:3]([C:7]([O:9][CH3:10])=[O:8])[CH2:2]1.C(N(CC)C(C)C)(C)C.F[C:28]1[CH:35]=[CH:34][C:33]([N+:36]([O-:38])=[O:37])=[CH:32][C:29]=1[C:30]#[N:31], predict the reaction product. The product is: [C:30]([C:29]1[CH:32]=[C:33]([N+:36]([O-:38])=[O:37])[CH:34]=[CH:35][C:28]=1[N:4]1[CH2:5][CH2:6][N:1]([C:11]([O:13][C:14]([CH3:17])([CH3:16])[CH3:15])=[O:12])[CH2:2][CH:3]1[C:7]([O:9][CH3:10])=[O:8])#[N:31].